Dataset: Full USPTO retrosynthesis dataset with 1.9M reactions from patents (1976-2016). Task: Predict the reactants needed to synthesize the given product. (1) The reactants are: [O:1]=[C:2]([C@@:17]1([OH:58])[CH2:34][C@H:33]([O:35][C@@H:36]2[O:50][C@@H:49]([CH3:51])[C@H:39]3[O:40][C@H:41]4[N:46]([C@H:38]3[CH2:37]2)[CH2:45][CH2:44][O:43][C@@H:42]4[O:47][CH3:48])[C:32]2[C:19](=[C:20]([OH:57])[C:21]3[C:22](=[O:56])[C:23]4[C:28]([C:29](=[O:53])[C:30]=3[C:31]=2[OH:52])=[C:27]([O:54][CH3:55])[CH:26]=[CH:25][CH:24]=4)[CH2:18]1)[CH2:3][O:4][CH:5]1[O:10][CH:9]([CH2:11][O:12][CH2:13][C:14]([OH:16])=[O:15])[CH2:8][CH2:7][CH2:6]1.O[N:60]1[C:64](=[O:65])[CH2:63][CH2:62][C:61]1=[O:66].C1(N=C=NC2CCCCC2)CCCCC1. Given the product [O:1]=[C:2]([C@@:17]1([OH:58])[CH2:34][C@H:33]([O:35][C@@H:36]2[O:50][C@@H:49]([CH3:51])[C@H:39]3[O:40][C@H:41]4[N:46]([C@H:38]3[CH2:37]2)[CH2:45][CH2:44][O:43][C@@H:42]4[O:47][CH3:48])[C:32]2[C:19](=[C:20]([OH:57])[C:21]3[C:22](=[O:56])[C:23]4[C:28]([C:29](=[O:53])[C:30]=3[C:31]=2[OH:52])=[C:27]([O:54][CH3:55])[CH:26]=[CH:25][CH:24]=4)[CH2:18]1)[CH2:3][O:4][CH:5]1[O:10][CH:9]([CH2:11][O:12][CH2:13][C:14]([O:16][N:60]2[C:64](=[O:65])[CH2:63][CH2:62][C:61]2=[O:66])=[O:15])[CH2:8][CH2:7][CH2:6]1, predict the reactants needed to synthesize it. (2) Given the product [CH:21]1([NH:24][CH2:25][C@@H:26]2[C@H:30]([F:31])[CH2:29][N:28]([C:2]3[N:11]=[C:10]4[C:5]([C:6](=[O:19])[C:7]([C:16]([OH:18])=[O:17])=[CH:8][N:9]4[C@@H:12]4[CH2:14][C@@H:13]4[F:15])=[CH:4][C:3]=3[F:20])[CH2:27]2)[CH2:23][CH2:22]1, predict the reactants needed to synthesize it. The reactants are: Cl[C:2]1[N:11]=[C:10]2[C:5]([C:6](=[O:19])[C:7]([C:16]([OH:18])=[O:17])=[CH:8][N:9]2[C@@H:12]2[CH2:14][C@@H:13]2[F:15])=[CH:4][C:3]=1[F:20].[CH:21]1([NH:24][CH2:25][C@@H:26]2[C@H:30]([F:31])[CH2:29][NH:28][CH2:27]2)[CH2:23][CH2:22]1. (3) Given the product [ClH:28].[ClH:28].[NH2:1][C@H:2]([CH3:10])[CH2:3][CH2:4][NH:5][CH2:6][CH:7]([CH3:9])[CH3:8], predict the reactants needed to synthesize it. The reactants are: [NH2:1][C@H:2]([CH3:10])[CH2:3][CH2:4][NH:5][CH2:6][CH:7]([CH3:9])[CH3:8].CC(N([C@H](C)CCNCC(C)C)C(=O)[O-])(C)C.[ClH:28]. (4) Given the product [C:16]([O:15][C:14]([NH:13][C@@H:5]([CH2:6][C:7]1[CH:12]=[CH:11][CH:10]=[CH:9][CH:8]=1)[CH2:4][C@H:3]([OH:21])[C@@H:2]([NH:1][C:46](=[O:47])[O:35][CH2:33][C:32]1[CH:39]=[CH:37][CH:38]=[CH:30][CH:31]=1)[CH2:22][C:23]1[CH:24]=[CH:25][C:26]([OH:29])=[CH:27][CH:28]=1)=[O:20])([CH3:19])([CH3:18])[CH3:17], predict the reactants needed to synthesize it. The reactants are: [NH2:1][C@@H:2]([CH2:22][C:23]1[CH:28]=[CH:27][C:26]([OH:29])=[CH:25][CH:24]=1)[C@@H:3]([OH:21])[CH2:4][C@@H:5]([NH:13][C:14](=[O:20])[O:15][C:16]([CH3:19])([CH3:18])[CH3:17])[CH2:6][C:7]1[CH:12]=[CH:11][CH:10]=[CH:9][CH:8]=1.[C:30]1(=O)N[C:33](=[O:35])[CH2:32][CH2:31]1.[CH:37](N(CC)C(C)C)([CH3:39])[CH3:38].[CH3:46][OH:47]. (5) Given the product [N:1]([C@H:4]1[C:5]2[C:10](=[CH:9][C:8]([CH2:14][N:15]3[CH2:20][CH2:19][CH2:18][CH2:17][CH2:16]3)=[CH:7][CH:6]=2)[O:27][CH2:12][CH2:13]1)=[N+:2]=[N-:3], predict the reactants needed to synthesize it. The reactants are: [N:1]([C@@H:4]1[CH2:13][CH2:12]C[C:10]2[CH:9]=[C:8]([CH2:14][N:15]3[CH2:20][CH2:19][CH2:18][CH2:17][CH2:16]3)[CH:7]=[CH:6][C:5]1=2)=[N+:2]=[N-:3].N([C@H]1C2C(=CC(C=O)=CC=2)[O:27]CC1)=[N+]=[N-]. (6) Given the product [C:24]1([CH:17]([C:18]2[CH:19]=[CH:20][CH:21]=[CH:22][CH:23]=2)[CH2:16][N:15]([C@H:14]([O:47][C:18]2[CH:19]=[C:20]([CH2:50][C:49]([OH:52])=[O:51])[CH:21]=[CH:22][CH:23]=2)[CH:13]([CH3:12])[CH3:30])[CH2:39][C:38]2[CH:41]=[CH:42][C:35]([CH:32]([CH3:34])[CH3:33])=[CH:36][CH:37]=2)[CH:25]=[CH:26][CH:27]=[CH:28][CH:29]=1, predict the reactants needed to synthesize it. The reactants are: COC(=O)CC1C=CC=C(O[CH2:12][C@H:13]([CH3:30])[CH2:14][NH:15][CH2:16][CH:17]([C:24]2[CH:29]=[CH:28][CH:27]=[CH:26][CH:25]=2)[C:18]2[CH:23]=[CH:22][CH:21]=[CH:20][CH:19]=2)C=1.[CH:32]([C:35]1[CH:42]=[CH:41][C:38]([CH:39]=O)=[CH:37][CH:36]=1)([CH3:34])[CH3:33].C([BH3-])#N.[Na+].[OH-:47].[Na+].[C:49]([OH:52])(=[O:51])[CH3:50].